Dataset: Full USPTO retrosynthesis dataset with 1.9M reactions from patents (1976-2016). Task: Predict the reactants needed to synthesize the given product. (1) Given the product [Cl:1][C:16]1[CH:17]=[CH:18][CH:19]=[CH:20][C:15]=1[CH:14]=[N:21][OH:22], predict the reactants needed to synthesize it. The reactants are: [Cl:1]N1C(=O)CCC1=O.CN(C)C=O.[CH:14](=[N:21][OH:22])[C:15]1[CH:20]=[CH:19][CH:18]=[CH:17][CH:16]=1. (2) Given the product [CH3:1][C:2]1([C:14]2[CH:15]=[C:10]([Br:9])[CH:11]=[CH:12][C:13]=2[O:16][CH3:17])[CH2:7][CH2:6][CH2:5][CH2:4][CH2:3]1, predict the reactants needed to synthesize it. The reactants are: [CH3:1][C:2]1(O)[CH2:7][CH2:6][CH2:5][CH2:4][CH2:3]1.[Br:9][C:10]1[CH:15]=[CH:14][C:13]([OH:16])=[CH:12][CH:11]=1.[CH2:17](Cl)Cl. (3) Given the product [I:18][C:19]1[CH:20]=[C:21]([CH:24]=[CH:25][CH:26]=1)[CH2:22][N:12]1[C:13]([CH3:17])([CH3:16])[C:14](=[O:15])[N:11]1[CH:2]1[CH:3]2[CH2:4][CH:5]3[CH2:6][CH:7]([CH2:8][CH:1]1[CH2:10]3)[CH2:9]2, predict the reactants needed to synthesize it. The reactants are: [CH:1]12[CH2:10][CH:5]3[CH2:6][CH:7]([CH2:9][CH:3]([CH2:4]3)[CH:2]1[N:11]1[C:14](=[O:15])[C:13]([CH3:17])([CH3:16])[NH:12]1)[CH2:8]2.[I:18][C:19]1[CH:20]=[C:21]([CH:24]=[CH:25][CH:26]=1)[CH2:22]Br. (4) Given the product [Cl:1][C:2]1[CH:3]=[CH:4][CH:5]=[C:6]2[C:11]=1[N:10]=[C:9]([C:12]1[CH:17]=[C:16]([F:18])[CH:15]=[CH:14][C:13]=1[Cl:19])[C:8]([C@@H:20]([NH:22][C:24]1[N:32]=[CH:31][N:30]=[C:29]3[C:25]=1[N:26]=[CH:27][NH:28]3)[CH3:21])=[CH:7]2, predict the reactants needed to synthesize it. The reactants are: [Cl:1][C:2]1[CH:3]=[CH:4][CH:5]=[C:6]2[C:11]=1[N:10]=[C:9]([C:12]1[CH:17]=[C:16]([F:18])[CH:15]=[CH:14][C:13]=1[Cl:19])[C:8]([C@@H:20]([NH2:22])[CH3:21])=[CH:7]2.Cl[C:24]1[N:32]=[CH:31][N:30]=[C:29]2[C:25]=1[NH:26][CH:27]=[N:28]2.CCN(C(C)C)C(C)C. (5) Given the product [CH3:15][C:4]1[NH:5][C:6]2[CH2:7][C:8]([CH3:14])([CH3:13])[CH2:9][C:10](=[O:12])[C:11]=2[C:3]=1[CH2:2][C:16]1[CH:17]=[CH:18][C:19]([S:22]([N:25]2[CH2:26][CH2:27][O:28][CH2:29][CH2:30]2)(=[O:24])=[O:23])=[CH:20][CH:21]=1, predict the reactants needed to synthesize it. The reactants are: O[CH:2]([C:16]1[CH:21]=[CH:20][C:19]([S:22]([N:25]2[CH2:30][CH2:29][O:28][CH2:27][CH2:26]2)(=[O:24])=[O:23])=[CH:18][CH:17]=1)[C:3]1[C:11]2[C:10](=[O:12])[CH2:9][C:8]([CH3:14])([CH3:13])[CH2:7][C:6]=2[NH:5][C:4]=1[CH3:15].FC(F)(F)S(O[Si](C)(C)C)(=O)=O.C([SiH](CC)CC)C.